From a dataset of Reaction yield outcomes from USPTO patents with 853,638 reactions. Predict the reaction yield, written as a fraction of the theoretical maximum amount of product (1.0 means a 100% yield; for example, 0.34 means a 34% yield). The reactants are Cl[C:2]1[N:6]2[CH:7]=[C:8]([F:11])[CH:9]=[CH:10][C:5]2=[N:4][N:3]=1.[NH:12]1[CH2:16][CH2:15][CH2:14][CH2:13]1. The catalyst is CC(N(C)C)=O. The product is [F:11][C:8]1[CH:9]=[CH:10][C:5]2[N:6]([C:2]([N:12]3[CH2:16][CH2:15][CH2:14][CH2:13]3)=[N:3][N:4]=2)[CH:7]=1. The yield is 0.260.